From a dataset of Catalyst prediction with 721,799 reactions and 888 catalyst types from USPTO. Predict which catalyst facilitates the given reaction. (1) Reactant: [F:1][C:2]1[C:9]([O:10][C:11]2[CH:16]=[CH:15][CH:14]=[CH:13][CH:12]=2)=[C:8]([F:17])[CH:7]=[CH:6][C:3]=1[CH:4]=O.C[Si](C)(C)[N-:20][Si](C)(C)C.[Li+].CC(C)(O)[C:30]#[N:31]. Product: [NH2:20][CH:4]([C:3]1[CH:6]=[CH:7][C:8]([F:17])=[C:9]([O:10][C:11]2[CH:16]=[CH:15][CH:14]=[CH:13][CH:12]=2)[C:2]=1[F:1])[C:30]#[N:31]. The catalyst class is: 1. (2) Reactant: Cl.[CH3:2][O:3][C:4]1[CH:5]=[C:6]2[C:21](=[CH:22][C:23]=1[O:24][CH3:25])[C:9]1=[N:10][NH:11][C:12]([NH:13][C:14]3[CH:19]=[CH:18][CH:17]=[C:16]([F:20])[CH:15]=3)=[C:8]1[CH2:7]2.Cl[C:27]([O:29][C:30]1[CH:35]=[CH:34][CH:33]=[CH:32][CH:31]=1)=[O:28].C(N(C(C)C)CC)(C)C. Product: [C:30]1([O:29][C:27]([N:10]2[C:9]3[C:21]4[C:6]([CH2:7][C:8]=3[C:12]([NH:13][C:14]3[CH:19]=[CH:18][CH:17]=[C:16]([F:20])[CH:15]=3)=[N:11]2)=[CH:5][C:4]([O:3][CH3:2])=[C:23]([O:24][CH3:25])[CH:22]=4)=[O:28])[CH:35]=[CH:34][CH:33]=[CH:32][CH:31]=1. The catalyst class is: 1. (3) Reactant: CO[C:3]([C:5]1[C:14]([OH:15])=[C:13]2[C:8]([CH:9]=[CH:10][C:11](=[O:23])[N:12]2[CH2:16][C:17]2[CH:22]=[CH:21][CH:20]=[CH:19][CH:18]=2)=[C:7]([C:24]2[CH:25]=[N:26][CH:27]=[C:28]([F:30])[CH:29]=2)[N:6]=1)=[O:4].[NH2:31][CH2:32][CH2:33][C:34]([OH:36])=[O:35].C[O-].[Na+]. Product: [CH2:16]([N:12]1[C:13]2[C:8](=[C:7]([C:24]3[CH:25]=[N:26][CH:27]=[C:28]([F:30])[CH:29]=3)[N:6]=[C:5]([C:3]([NH:31][CH2:32][CH2:33][C:34]([OH:36])=[O:35])=[O:4])[C:14]=2[OH:15])[CH:9]=[CH:10][C:11]1=[O:23])[C:17]1[CH:18]=[CH:19][CH:20]=[CH:21][CH:22]=1. The catalyst class is: 250. (4) Reactant: C1(P(C2C=CC=CC=2)C2C=CC=CC=2)C=CC=CC=1.N(C(OC(C)C)=O)=NC(OC(C)C)=O.[C:34]1(=[O:44])[NH:38][C:37](=[O:39])[C:36]2=[CH:40][CH:41]=[CH:42][CH:43]=[C:35]12.[C:45]1([CH:51]2[CH:55](O)[CH2:54][CH2:53][CH2:52]2)[CH:50]=[CH:49][CH:48]=[CH:47][CH:46]=1. Product: [C:45]1([C@H:51]2[CH2:55][CH2:54][CH2:53][C@H:52]2[N:38]2[C:34](=[O:44])[C:35]3[C:36](=[CH:40][CH:41]=[CH:42][CH:43]=3)[C:37]2=[O:39])[CH:50]=[CH:49][CH:48]=[CH:47][CH:46]=1. The catalyst class is: 134. (5) Reactant: [Cl:1][C:2]1[CH:7]=[CH:6][CH:5]=[C:4]([Cl:8])[C:3]=1[S:9]([N:12]([CH2:14][C:15]1[O:19][CH:18]=[C:17]([C:20](O)=[O:21])[CH:16]=1)[CH3:13])(=[O:11])=[O:10].C1N=CN(C(N2C=NC=C2)=O)C=1.[NH:35]1[CH2:39][CH2:38][N:37]=[C:36]1[C:40]1[CH:45]=[CH:44][C:43]([CH2:46][NH2:47])=[CH:42][CH:41]=1.Cl.CCN(C(C)C)C(C)C.CNCC. Product: [Cl:1][C:2]1[CH:7]=[CH:6][CH:5]=[C:4]([Cl:8])[C:3]=1[S:9]([N:12]([CH2:14][C:15]1[O:19][CH:18]=[C:17]([C:20]([NH:47][CH2:46][C:43]2[CH:42]=[CH:41][C:40]([C:36]3[NH:37][CH2:38][CH2:39][N:35]=3)=[CH:45][CH:44]=2)=[O:21])[CH:16]=1)[CH3:13])(=[O:11])=[O:10]. The catalyst class is: 825. (6) Reactant: [CH3:1][C@@H:2]([CH2:23][CH3:24])[C@H:3]([NH:11][CH2:12][CH2:13][NH:14][CH2:15][C:16]1[CH:21]=[CH:20][CH:19]=[C:18]([CH3:22])[N:17]=1)[C:4]([O:6][C:7]([CH3:10])([CH3:9])[CH3:8])=[O:5].[N+](C1C=C[C:31]([O:34]C(=O)OC2C=CC([N+]([O-])=O)=CC=2)=CC=1)([O-])=O. Product: [CH3:1][C@@H:2]([CH2:23][CH3:24])[C@H:3]([N:11]1[CH2:12][CH2:13][N:14]([CH2:15][C:16]2[CH:21]=[CH:20][CH:19]=[C:18]([CH3:22])[N:17]=2)[C:31]1=[O:34])[C:4]([O:6][C:7]([CH3:10])([CH3:8])[CH3:9])=[O:5]. The catalyst class is: 3. (7) Reactant: [Cl:1][C:2]1[CH:15]=[CH:14][C:5]([CH2:6][NH:7]C(=O)C(F)(F)F)=[CH:4][C:3]=1[C:16]1[NH:20][C:19](=[O:21])[N:18]([C:22]2[CH:27]=[CH:26][C:25]([C:28]#[C:29][CH:30]3[CH2:32][CH2:31]3)=[CH:24][C:23]=2[F:33])[N:17]=1.[OH-].[K+].O. Product: [NH2:7][CH2:6][C:5]1[CH:14]=[CH:15][C:2]([Cl:1])=[C:3]([C:16]2[NH:20][C:19](=[O:21])[N:18]([C:22]3[CH:27]=[CH:26][C:25]([C:28]#[C:29][CH:30]4[CH2:32][CH2:31]4)=[CH:24][C:23]=3[F:33])[N:17]=2)[CH:4]=1. The catalyst class is: 1.